From a dataset of Reaction yield outcomes from USPTO patents with 853,638 reactions. Predict the reaction yield, written as a fraction of the theoretical maximum amount of product (1.0 means a 100% yield; for example, 0.34 means a 34% yield). (1) The reactants are [CH3:1][NH2:2].O.Br[CH2:5][C:6]1[CH:15]=[CH:14][C:13]2[C:8](=[CH:9][CH:10]=[CH:11][CH:12]=2)[CH:7]=1. The catalyst is C1COCC1. The product is [CH3:1][NH:2][CH2:5][C:6]1[CH:15]=[CH:14][C:13]2[C:8](=[CH:9][CH:10]=[CH:11][CH:12]=2)[CH:7]=1. The yield is 0.540. (2) The reactants are [C:1]([O:5][C:6]([N:8]([CH2:16][C:17]1[C:22]([O:23][C:24]([F:27])([F:26])[F:25])=[CH:21][N:20]=[C:19](Cl)[CH:18]=1)[C:9](=[O:15])[O:10][C:11]([CH3:14])([CH3:13])[CH3:12])=[O:7])([CH3:4])([CH3:3])[CH3:2].[F:29][C:30]([F:41])([F:40])[C:31]1[CH:36]=[CH:35][C:34](B(O)O)=[CH:33][CH:32]=1.C(=O)([O-])[O-].[K+].[K+].O1CCOCC1. The catalyst is O.C(OCC)(=O)C.C1C=CC(P(C2C=CC=CC=2)[C-]2C=CC=C2)=CC=1.C1C=CC(P(C2C=CC=CC=2)[C-]2C=CC=C2)=CC=1.Cl[Pd]Cl.[Fe+2]. The product is [C:1]([O:5][C:6]([N:8]([CH2:16][C:17]1[C:22]([O:23][C:24]([F:27])([F:26])[F:25])=[CH:21][N:20]=[C:19]([C:34]2[CH:35]=[CH:36][C:31]([C:30]([F:41])([F:40])[F:29])=[CH:32][CH:33]=2)[CH:18]=1)[C:9](=[O:15])[O:10][C:11]([CH3:14])([CH3:13])[CH3:12])=[O:7])([CH3:4])([CH3:3])[CH3:2]. The yield is 0.890. (3) The reactants are CS[C:3]([S:14][CH3:15])=[C:4]1[C:9](=[O:10])[O:8][C:7]([CH3:12])([CH3:11])[O:6][C:5]1=[O:13].[CH3:16][O:17][C:18]1[CH:19]=[C:20]([CH:22]=[CH:23][C:24]=1[O:25][CH3:26])[NH2:21]. The catalyst is CCO. The product is [CH3:16][O:17][C:18]1[CH:19]=[C:20]([NH:21][C:3]([S:14][CH3:15])=[C:4]2[C:9](=[O:10])[O:8][C:7]([CH3:12])([CH3:11])[O:6][C:5]2=[O:13])[CH:22]=[CH:23][C:24]=1[O:25][CH3:26]. The yield is 0.830. (4) The reactants are [CH3:1][O:2][C:3]([C:5]1[C:10]([NH:11][C:12]2[CH:17]=[CH:16][C:15]([Si:18]([CH3:21])([CH3:20])[CH3:19])=[CH:14][C:13]=2[F:22])=[N:9][C:8]([CH2:23][NH2:24])=[CH:7][N:6]=1)=[O:4].[C:25](OC(=O)C)(=[O:27])C. The catalyst is C(O)=O. The product is [CH3:1][O:2][C:3]([C:5]1[C:10]([NH:11][C:12]2[CH:17]=[CH:16][C:15]([Si:18]([CH3:19])([CH3:20])[CH3:21])=[CH:14][C:13]=2[F:22])=[N:9][C:8]([CH2:23][NH:24][CH:25]=[O:27])=[CH:7][N:6]=1)=[O:4]. The yield is 0.983. (5) The reactants are [CH:1]([C:3]1[NH:4][CH:5]=[CH:6][C:7]=1[C:8]1[CH:13]=[CH:12][C:11]([CH3:14])=[CH:10][CH:9]=1)=O.CC([O-])=[O:17].[K+].Cl.[CH3:21][NH2:22].[BH4-].[Na+].[OH2:25]. The catalyst is C(O)(=O)C.[N+](C)([O-])=O. The product is [N+:22]([CH2:21][CH2:1][C:3]1[NH:4][CH:5]=[CH:6][C:7]=1[C:8]1[CH:13]=[CH:12][C:11]([CH3:14])=[CH:10][CH:9]=1)([O-:17])=[O:25]. The yield is 0.740. (6) The reactants are [CH3:1][C:2]1[CH:8]=[C:7]([N+:9]([O-:11])=[O:10])[CH:6]=[CH:5][C:3]=1[NH2:4].[C:12](Cl)(Cl)=[O:13]. The catalyst is C(OCC)(=O)C. The product is [CH3:1][C:2]1[CH:8]=[C:7]([N+:9]([O-:11])=[O:10])[CH:6]=[CH:5][C:3]=1[N:4]=[C:12]=[O:13]. The yield is 0.880.